This data is from Experimentally validated miRNA-target interactions with 360,000+ pairs, plus equal number of negative samples. The task is: Binary Classification. Given a miRNA mature sequence and a target amino acid sequence, predict their likelihood of interaction. (1) The miRNA is hsa-miR-182-5p with sequence UUUGGCAAUGGUAGAACUCACACU. The protein sequence of the target gene is MQSAMFLAVQHDCRPMDKSAGSGHKSEEKREKMKRTLLKDWKTRLSYFLQNSSTPGKPKTGKKSKQQAFIKPSPEEAQLWSEAFDELLASKYGLAAFRAFLKSEFCEENIEFWLACEDFKKTKSPQKLSSKARKIYTDFIEKEAPKEINIDFQTKTLIAQNIQEATSGCFTTAQKRVYSLMENNSYPRFLESEFYQDLCKKPQITTEPHAT. Result: 1 (interaction). (2) The miRNA is hsa-miR-5590-5p with sequence UUGCCAUACAUAGACUUUAUU. The protein sequence of the target gene is MLRLSLPPNVSMGFRLVALVALLFSHVDHITADTEAETGGNETTECTGSYYCKKGVILPIWEPQDPSFGDKIARATVYFVAMVYMFLGVSIIADRFMSSIEVITSQEKEITIKKPNGETTKTTVRIWNETVSNLTLMALGSSAPEILLSVIEVCGHNFTAGDLGPSTIVGSAAFNMFIIIALCVYVVPDGETRKIKHLRVFFVTAAWSIFAYTWLYIILSVSSPGVVEVWEGLLTFFFFPICVVFAWVADRRLLFYKYVYKRYRAGKQRGMIIEHEGDRPASKTEIEMDGKVVNSHVDNF.... Result: 0 (no interaction). (3) The miRNA is rno-miR-133a-5p with sequence AGCUGGUAAAAUGGAACCAAAU. The protein sequence of the target gene is MQGRVAGSCAPLGLLLVCLHLPGLFARSIGVVEEKVSQNLGTNLPQLGQPSSTGPSNSEHPQPALDPRSNDLARVPLKLSVPASDGFPPAGGSAVQRWPPSWGLPAMDSWPPEDPWQMMAAAAEDRLGEALPEELSYLSSAAALAPGSGPLPGESSPDATGLSPKASLLHQDSESRRLPRSNSLGAGGKILSQRPPWSLIHRVLPDHPWGTLNPSVSWGGGGPGTGWGTRPMPHPEGIWGINNQPPGTSWGNINRYPGGSWGNINRYPGGSWGNINRYPGGSWGNIHLYPGINNPFPPGV.... Result: 0 (no interaction). (4) The miRNA is hsa-miR-192-5p with sequence CUGACCUAUGAAUUGACAGCC. The protein sequence of the target gene is MALPTLPSYWCSQQRLNQQLARQREQEARLRQQWEQNSRYFRMSDICSSKQAEWSSKTSYQRSMHAYQREKMKEEKRRSLEARREKLRQLMQEEQDLLARELEELRLSMNLQERRIREQHGKLKSAKEEQRKLIAEQLLYEHWKKNNPKLREMELDLHQKHVVNSWEMQKEEKKQQEATAEQENKRYENEYERARREALERMKAEEERRQLEDKLQAEALLQQMEELKLKEVEATKLKKEQENLLKQRWELERLEEERKQMEAFRQKAELGRFLRHQYNAQLSRRTQQIQEELEADRRIL.... Result: 1 (interaction).